Dataset: Full USPTO retrosynthesis dataset with 1.9M reactions from patents (1976-2016). Task: Predict the reactants needed to synthesize the given product. (1) Given the product [CH3:1][S:2]([C:5]1[CH:10]=[CH:9][C:8]([O:11][C:16]2[CH:15]=[CH:14][CH:19]=[CH:18][N:17]=2)=[CH:7][CH:6]=1)(=[O:3])=[O:4], predict the reactants needed to synthesize it. The reactants are: [CH3:1][S:2]([C:5]1[CH:10]=[CH:9][C:8]([OH:11])=[CH:7][CH:6]=1)(=[O:4])=[O:3].Cl.Cl[C:14]1[CH:19]=[CH:18][N:17]=[CH:16][CH:15]=1. (2) Given the product [C:28]1([C:7]([C:1]2[CH:6]=[CH:5][CH:4]=[CH:3][CH:2]=2)=[CH:8][C:9]2[N:18]([CH2:19][CH2:20][N:21]3[CH2:22][CH2:23][CH2:24][CH2:25][CH2:26]3)[C:17](=[O:27])[C:16]3[CH:15]=[CH:14][CH:13]=[CH:12][C:11]=3[N:10]=2)[CH:29]=[CH:30][CH:31]=[CH:32][CH:33]=1, predict the reactants needed to synthesize it. The reactants are: [C:1]1([C:7]([C:28]2[CH:33]=[CH:32][CH:31]=[CH:30][CH:29]=2)=[CH:8][CH:9]2[N:18]([CH2:19][CH2:20][N:21]3[CH2:26][CH2:25][CH2:24][CH2:23][CH2:22]3)[C:17](=[O:27])[C:16]3[C:11](=[CH:12][CH:13]=[CH:14][CH:15]=3)[NH:10]2)[CH:6]=[CH:5][CH:4]=[CH:3][CH:2]=1.C(C1C(=O)C(Cl)=C(Cl)C(=O)C=1C#N)#N. (3) Given the product [Br:13][C:5]1[C:6]([CH3:12])=[C:7]([C:2]([OH:15])=[CH:3][CH:4]=1)[C:8]([O:10][CH3:11])=[O:9], predict the reactants needed to synthesize it. The reactants are: N[C:2]1[C:7]([C:8]([O:10][CH3:11])=[O:9])=[C:6]([CH3:12])[C:5]([Br:13])=[CH:4][CH:3]=1.N([O-])=[O:15].[Na+].OS(O)(=O)=O. (4) Given the product [CH:20]([C:5]1[C-:4]([N:2]([CH3:3])[CH3:1])[CH:8]=[CH:7][CH:6]=1)=[O:21].[CH-:9]1[CH:13]=[CH:12][CH:11]=[CH:10]1.[Fe+2:14], predict the reactants needed to synthesize it. The reactants are: [CH3:1][N:2]([C-:4]1[CH:8]=[CH:7][CH:6]=[CH:5]1)[CH3:3].[CH-:9]1[CH:13]=[CH:12][CH:11]=[CH:10]1.[Fe+2:14].B(F)(F)F.C[CH2:20][O:21]CC.[Li]CCCC.CN(C=O)C. (5) The reactants are: [Cl:1][C:2]1[CH:7]=[CH:6][CH:5]=[C:4]([CH2:8][CH2:9][CH2:10]O)[C:3]=1[OH:12].C1(P(C2C=CC=CC=2)C2C=CC=CC=2)C=CC=CC=1. Given the product [Cl:1][C:2]1[C:3]2[O:12][CH2:10][CH2:9][CH2:8][C:4]=2[CH:5]=[CH:6][CH:7]=1, predict the reactants needed to synthesize it. (6) Given the product [CH3:28][N:30]([CH3:31])[C:22](=[O:23])[C:21]1[CH:20]=[CH:19][C:18](/[CH:17]=[CH:16]/[CH:13]2[CH2:14][CH2:15][N:10]([C:8](=[O:9])[CH2:7][N:1]3[CH2:6][CH2:5][O:4][CH2:3][CH2:2]3)[CH2:11][CH2:12]2)=[CH:26][CH:25]=1, predict the reactants needed to synthesize it. The reactants are: [N:1]1([CH2:7][C:8]([N:10]2[CH2:15][CH2:14][CH:13](/[CH:16]=[CH:17]/[C:18]3[CH:26]=[CH:25][C:21]([C:22](O)=[O:23])=[CH:20][CH:19]=3)[CH2:12][CH2:11]2)=[O:9])[CH2:6][CH2:5][O:4][CH2:3][CH2:2]1.Cl.[CH2:28]([N:30]=[C:31]=NCCCN(C)C)C.ON1C2C=CC=CC=2N=N1.CNC.